From a dataset of Reaction yield outcomes from USPTO patents with 853,638 reactions. Predict the reaction yield, written as a fraction of the theoretical maximum amount of product (1.0 means a 100% yield; for example, 0.34 means a 34% yield). (1) The reactants are [C:1]([C:3]1([NH:7][C:8]2[CH:13]=[CH:12][C:11]([CH2:14][CH2:15][CH2:16][C:17]([NH:19][CH3:20])=[O:18])=[C:10]([F:21])[CH:9]=2)[CH2:6][CH2:5][CH2:4]1)#N.[N:22]([C:25]1[CH:32]=[CH:31][C:28]([C:29]#[N:30])=[C:27]([C:33]([F:36])([F:35])[F:34])[CH:26]=1)=[C:23]=[S:24].C[OH:38].Cl. The catalyst is CN(C=O)C.O. The product is [C:29]([C:28]1[CH:31]=[CH:32][C:25]([N:22]2[C:1](=[O:38])[C:3]3([CH2:6][CH2:5][CH2:4]3)[N:7]([C:8]3[CH:13]=[CH:12][C:11]([CH2:14][CH2:15][CH2:16][C:17]([NH:19][CH3:20])=[O:18])=[C:10]([F:21])[CH:9]=3)[C:23]2=[S:24])=[CH:26][C:27]=1[C:33]([F:34])([F:36])[F:35])#[N:30]. The yield is 0.620. (2) The reactants are Br[CH2:2][C:3]([NH:5][C:6]1[S:7][C:8]([C:16]([C:18]2[CH:23]=[CH:22][CH:21]=[CH:20][N:19]=2)=[O:17])=[C:9]([C:11]2[O:12][CH:13]=[CH:14][CH:15]=2)[N:10]=1)=[O:4].[NH:24]1[CH2:29][CH2:28][O:27][CH2:26][CH2:25]1. The catalyst is C1COCC1. The product is [O:12]1[CH:13]=[CH:14][CH:15]=[C:11]1[C:9]1[N:10]=[C:6]([NH:5][C:3](=[O:4])[CH2:2][N:24]2[CH2:29][CH2:28][O:27][CH2:26][CH2:25]2)[S:7][C:8]=1[C:16]([C:18]1[CH:23]=[CH:22][CH:21]=[CH:20][N:19]=1)=[O:17]. The yield is 0.710. (3) The reactants are [CH:1]([C:4]1[CH:9]=[CH:8][C:7]([N+:10]([O-])=O)=[CH:6][N:5]=1)([CH3:3])[CH3:2]. The catalyst is CO.[Ni]. The product is [CH:1]([C:4]1[CH:9]=[CH:8][C:7]([NH2:10])=[CH:6][N:5]=1)([CH3:3])[CH3:2]. The yield is 0.520. (4) The reactants are [C:1]([N:8]1[CH2:13][CH2:12][N:11]([C:14]2[CH:19]=[CH:18][CH:17]=[CH:16][C:15]=2[CH2:20][N:21]=[N+:22]=[N-:23])[CH2:10][CH2:9]1)([O:3][C:4]([CH3:7])([CH3:6])[CH3:5])=[O:2].[C:24]([O:28][CH3:29])(=[O:27])[C:25]#[CH:26]. No catalyst specified. The product is [C:1]([N:8]1[CH2:13][CH2:12][N:11]([C:14]2[CH:19]=[CH:18][CH:17]=[CH:16][C:15]=2[CH2:20][N:21]2[CH:26]=[C:25]([C:24]([O:28][CH3:29])=[O:27])[N:23]=[N:22]2)[CH2:10][CH2:9]1)([O:3][C:4]([CH3:7])([CH3:6])[CH3:5])=[O:2]. The yield is 0.490.